This data is from Reaction yield outcomes from USPTO patents with 853,638 reactions. The task is: Predict the reaction yield, written as a fraction of the theoretical maximum amount of product (1.0 means a 100% yield; for example, 0.34 means a 34% yield). (1) The reactants are Br[CH2:2][C:3]1[CH:8]=[CH:7][C:6]([N:9]2[C:18]3[C:13](=[CH:14][C:15]([F:32])=[C:16]([N:20]4[CH2:25][CH2:24][N:23]([C:26]5[CH:31]=[CH:30][CH:29]=[CH:28][N:27]=5)[CH2:22][CH2:21]4)[C:17]=3[Cl:19])[C:12](=[O:33])[C:11]([C:34]([O:36][CH2:37][CH3:38])=[O:35])=[CH:10]2)=[CH:5][CH:4]=1.[CH:39]1([NH2:44])[CH2:43][CH2:42][CH2:41][CH2:40]1. The catalyst is C(Cl)Cl. The product is [Cl:19][C:17]1[C:16]([N:20]2[CH2:25][CH2:24][N:23]([C:26]3[CH:31]=[CH:30][CH:29]=[CH:28][N:27]=3)[CH2:22][CH2:21]2)=[C:15]([F:32])[CH:14]=[C:13]2[C:18]=1[N:9]([C:6]1[CH:5]=[CH:4][C:3]([CH2:2][NH:44][CH:39]3[CH2:43][CH2:42][CH2:41][CH2:40]3)=[CH:8][CH:7]=1)[CH:10]=[C:11]([C:34]([O:36][CH2:37][CH3:38])=[O:35])[C:12]2=[O:33]. The yield is 0.670. (2) The reactants are [CH:1]1([Mg]Br)[CH2:3][CH2:2]1.Br[C:7]1[CH:8]=[C:9]2[C:15]3([CH2:20][CH2:19][N:18]([C:21]([O:23][C:24]([CH3:27])([CH3:26])[CH3:25])=[O:22])[CH2:17][CH2:16]3)[CH2:14][N:13]([C:28]3[C:29]4[C@H:36]([CH3:37])[CH2:35][CH2:34][C:30]=4[N:31]=[CH:32][N:33]=3)[C:10]2=[CH:11][CH:12]=1. The catalyst is C1COCC1.CCOC(C)=O.[Zn+2].[Br-].[Br-].C1C=CC([P]([Pd]([P](C2C=CC=CC=2)(C2C=CC=CC=2)C2C=CC=CC=2)([P](C2C=CC=CC=2)(C2C=CC=CC=2)C2C=CC=CC=2)[P](C2C=CC=CC=2)(C2C=CC=CC=2)C2C=CC=CC=2)(C2C=CC=CC=2)C2C=CC=CC=2)=CC=1. The product is [CH:1]1([C:7]2[CH:8]=[C:9]3[C:15]4([CH2:20][CH2:19][N:18]([C:21]([O:23][C:24]([CH3:25])([CH3:26])[CH3:27])=[O:22])[CH2:17][CH2:16]4)[CH2:14][N:13]([C:28]4[C:29]5[C@H:36]([CH3:37])[CH2:35][CH2:34][C:30]=5[N:31]=[CH:32][N:33]=4)[C:10]3=[CH:11][CH:12]=2)[CH2:3][CH2:2]1. The yield is 0.570. (3) The reactants are C1([CH:7]([NH:19][C:20]2[CH:21]=[CH:22][C:23]([C:26]([OH:28])=O)=[N:24][CH:25]=2)[C:8]2[O:9][C:10]3[CH:17]=[CH:16][C:15]([F:18])=[CH:14][C:11]=3[C:12]=2[CH3:13])CCCCC1.[CH3:29][NH:30][CH2:31][CH2:32][C:33]([O:35][CH2:36][CH3:37])=[O:34].O.ON1[C:44]2[CH:45]=[CH:46][CH:47]=[CH:48][C:43]=2N=N1.Cl.C(N=C=NCCCN(C)C)C.[Cl-].[NH4+]. The catalyst is CN(C)C=O.C(N(CC)CC)C. The product is [CH:43]1([CH:7]([NH:19][C:20]2[CH:21]=[CH:22][C:23]([C:26]([N:30]([CH3:29])[CH2:31][CH2:32][C:33]([O:35][CH2:36][CH3:37])=[O:34])=[O:28])=[N:24][CH:25]=2)[C:8]2[O:9][C:10]3[CH:17]=[CH:16][C:15]([F:18])=[CH:14][C:11]=3[C:12]=2[CH3:13])[CH2:48][CH2:47][CH2:46][CH2:45][CH2:44]1. The yield is 0.820. (4) The reactants are [CH2:1]([O:8][C:9]([NH:11][C@@H:12]([CH2:16][C:17]1[CH:22]=[CH:21][C:20]([CH:23]2[S:27](=[O:29])(=[O:28])[NH:26][C:25](=[O:30])[CH2:24]2)=[C:19]([Br:31])[CH:18]=1)[C:13](O)=[O:14])=[O:10])[C:2]1[CH:7]=[CH:6][CH:5]=[CH:4][CH:3]=1.F[P-](F)(F)(F)(F)F.N1(O[P+](N(C)C)(N(C)C)N(C)C)C2C=CC=CC=2N=N1.Cl.[NH2:60][CH2:61][CH2:62][CH2:63][CH2:64][O:65][C:66]1[CH:75]=[CH:74][CH:73]=[C:72]([OH:76])[C:67]=1[C:68]([O:70][CH3:71])=[O:69].C(N(CC)C(C)C)(C)C. The catalyst is CN(C=O)C. The product is [CH2:1]([O:8][C:9]([NH:11][C@@H:12]([CH2:16][C:17]1[CH:22]=[CH:21][C:20]([CH:23]2[S:27](=[O:28])(=[O:29])[NH:26][C:25](=[O:30])[CH2:24]2)=[C:19]([Br:31])[CH:18]=1)[C:13]([NH:60][CH2:61][CH2:62][CH2:63][CH2:64][O:65][C:66]1[CH:75]=[CH:74][CH:73]=[C:72]([OH:76])[C:67]=1[C:68]([O:70][CH3:71])=[O:69])=[O:14])=[O:10])[C:2]1[CH:7]=[CH:6][CH:5]=[CH:4][CH:3]=1. The yield is 0.610. (5) The reactants are C([O:3][C:4](=[O:23])[C:5]1[CH:10]=[CH:9][C:8]([NH:11][C:12]([NH:14][C:15]2[CH:20]=[CH:19][C:18]([Br:21])=[CH:17][C:16]=2[F:22])=[O:13])=[CH:7][CH:6]=1)C.O.[OH-].[Li+].O. The catalyst is CCO.C1COCC1. The product is [Br:21][C:18]1[CH:19]=[CH:20][C:15]([NH:14][C:12](=[O:13])[NH:11][C:8]2[CH:9]=[CH:10][C:5]([C:4]([OH:23])=[O:3])=[CH:6][CH:7]=2)=[C:16]([F:22])[CH:17]=1. The yield is 0.840. (6) The reactants are [CH:1]1([N:6]2[C:11]3=[N:12][C:13](S(C)=O)=[N:14][CH:15]=[C:10]3[CH2:9][N:8]([C:19]3[C:24]([F:25])=[C:23]([O:26][CH3:27])[CH:22]=[C:21]([O:28][CH3:29])[C:20]=3[F:30])[C:7]2=[O:31])[CH2:5][CH2:4][CH2:3][CH2:2]1.[NH2:32][CH2:33][CH2:34][O:35][CH2:36][CH2:37][OH:38]. No catalyst specified. The product is [CH:1]1([N:6]2[C:11]3=[N:12][C:13]([NH:32][CH2:33][CH2:34][O:35][CH2:36][CH2:37][OH:38])=[N:14][CH:15]=[C:10]3[CH2:9][N:8]([C:19]3[C:24]([F:25])=[C:23]([O:26][CH3:27])[CH:22]=[C:21]([O:28][CH3:29])[C:20]=3[F:30])[C:7]2=[O:31])[CH2:5][CH2:4][CH2:3][CH2:2]1. The yield is 0.920.